From a dataset of Forward reaction prediction with 1.9M reactions from USPTO patents (1976-2016). Predict the product of the given reaction. (1) The product is: [C:1]([O:5][C:6]([N:8]1[CH2:12][CH2:11][CH2:10][C@H:9]1[CH3:13])=[O:7])([CH3:4])([CH3:2])[CH3:3]. Given the reactants [C:1]([O:5][C:6]([N:8]1[CH2:12][CH2:11][CH2:10][C@H:9]1[CH2:13]OS(C)(=O)=O)=[O:7])([CH3:4])([CH3:3])[CH3:2].C([BH-](CC)CC)C.[Li+].C(OCC)(=O)C.O, predict the reaction product. (2) Given the reactants [Cl:1][C:2]1[CH:3]=[C:4]([CH:23]=[CH:24][C:25]=1[OH:26])[NH:5][C:6]1[C:15]2[C:10](=[CH:11][CH:12]=[CH:13][C:14]=2[O:16][CH:17]2[CH2:22][CH2:21][O:20][CH2:19][CH2:18]2)[N:9]=[CH:8][N:7]=1.Cl[CH2:28][C:29]1[CH:34]=[N:33][CH:32]=[CH:31][N:30]=1, predict the reaction product. The product is: [Cl:1][C:2]1[CH:3]=[C:4]([CH:23]=[CH:24][C:25]=1[O:26][CH2:28][C:29]1[CH:34]=[N:33][CH:32]=[CH:31][N:30]=1)[NH:5][C:6]1[C:15]2[C:10](=[CH:11][CH:12]=[CH:13][C:14]=2[O:16][CH:17]2[CH2:18][CH2:19][O:20][CH2:21][CH2:22]2)[N:9]=[CH:8][N:7]=1. (3) Given the reactants [CH3:1][O:2][C:3]([C:5]1[N:6]=[C:7]([NH:10][C:11](=[O:47])[C@@H:12]([NH:20][C:21](=[O:46])[C@H:22]([NH:38]C(OC(C)(C)C)=O)[C:23]2[CH:28]=[CH:27][C:26]([O:29][CH2:30][C@H:31]3[CH2:35][O:34]C(C)(C)[O:32]3)=[CH:25][CH:24]=2)[CH2:13][C:14]2[CH:19]=[CH:18][CH:17]=[CH:16][CH:15]=2)[S:8][CH:9]=1)=[O:4].FC(F)(F)C(O)=O, predict the reaction product. The product is: [CH3:1][O:2][C:3]([C:5]1[N:6]=[C:7]([NH:10][C:11](=[O:47])[C@@H:12]([NH:20][C:21](=[O:46])[C@H:22]([NH2:38])[C:23]2[CH:24]=[CH:25][C:26]([O:29][CH2:30][C@H:31]([OH:32])[CH2:35][OH:34])=[CH:27][CH:28]=2)[CH2:13][C:14]2[CH:15]=[CH:16][CH:17]=[CH:18][CH:19]=2)[S:8][CH:9]=1)=[O:4].